Task: Binary Classification. Given a miRNA mature sequence and a target amino acid sequence, predict their likelihood of interaction.. Dataset: Experimentally validated miRNA-target interactions with 360,000+ pairs, plus equal number of negative samples (1) The miRNA is hsa-miR-8070 with sequence AUGUGAUUGACGGCUGACUCCA. The protein sequence of the target gene is MRENYETLVSVGTAELLPLSAFLSPSEPGRAVGGGSHADEGQEPAGCGDPQGGQPRHSLHLTALVQLVKEIPEFLFGEVKGAMDSPESESRGASLDGERASPEAAAAREPCPLRGLLSCLPDGPTSQPHLATTPTDSSCSSGPTGDGVQGSPLPIKTADKPWPTRKEGPGALGGEPSPPTHSPSRRKSHRGQERGTSEAGISPGNSPLQGLINCLKEILVPGPRHPETSPSFLPPLPSLGTSRLTRADLGPGSPPWAVKTEAVSGDCPLQGLLHCLKELPEAQDRHPSPSGVGNRRLQEN.... Result: 1 (interaction). (2) The miRNA is hsa-miR-641 with sequence AAAGACAUAGGAUAGAGUCACCUC. The protein sequence of the target gene is MDLIGFGYAALVTIGSVLGYKRRGGVPSLIAGLSVGLLAGYGAYRVSNDRRDVKVSLFTAFFLATIMGVRFKRSKKVMPAGLVAGLSLMMILRLVLLLL. Result: 0 (no interaction). (3) The miRNA is hsa-miR-423-3p with sequence AGCUCGGUCUGAGGCCCCUCAGU. The protein sequence of the target gene is MSLLKERKPKKPHYIPRPPGKPFKYKCFQCPFTCNEKSHLFNHMKYGLCKNSITLVSEQDRIPKCPKSSSLDPKQTHQPEPTSKPATSKSLLNGLSSFDPKSQQGSAKEDAKENLEMQARGAHKGPQKPALQKEMAPEAILSTQPCLDSGVRHSAFVPVGEHRLRGPEDTEATEVLANSTTKASSFHAKSAFHTPGYPWKAGSPFLPPDFPHKISSTKGFGAISPYMHPAIPEYPHPFYAEHGLAAIYSPYLLTGNTPECETTLLSVYGTQDQRHFLSPAGPIPKHLNTSPSTYDHYRFF.... Result: 0 (no interaction). (4) The miRNA is hsa-miR-6849-3p with sequence ACCAGCCUGUGUCCACCUCCAG. The protein sequence of the target gene is MADDLKRFLYKKLPSVEGLHAIVVSDRDGVPVIKVANDNAPEHALRPGFLSTFALATDQGSKLGLSKNKSIICYYNTYQVVQFNRLPLVVSFIASSSANTGLIVSLEKELAPLFEELRQVVEVS. Result: 1 (interaction). (5) The miRNA is hsa-let-7e-5p with sequence UGAGGUAGGAGGUUGUAUAGUU. The protein sequence of the target gene is MEPAERAGVGEPPEPGGRPEPGPRGFVPQKEIVYNKLLPYAERLDAESDLQLAQIKCNLGRAVQLQELWPGGLFWTRKLSTYIRLYGRKFSKEDHVLFIKLLYELVSIPKLEISMMQGFARLLINLLKKKELLSRADLELPWRPLYDMVERILYSKTEHLGLNWFPNSVENILKTLVKSCRPYFPADATAEMLEEWRPLMCPFDVTMQKAITYFEIFLPTSLPPELHHKGFKLWFDELIGLWVSVQNLPQWEGQLVNLFARLATDNIGYIDWDPYVPKIFTRILRSLNLPVGSSQVLVPR.... Result: 1 (interaction).